Dataset: Full USPTO retrosynthesis dataset with 1.9M reactions from patents (1976-2016). Task: Predict the reactants needed to synthesize the given product. (1) Given the product [C:28]([O:27][C:26](=[O:32])[NH:25][C@H:20]1[CH2:21][CH2:22][CH2:23][CH2:24][C@H:19]1[NH:18][C:2]1[N:7]=[N:6][C:5]([C:8](=[O:9])[NH2:10])=[C:4]([NH:11][C:12]2[CH:16]=[CH:15][N:14]([CH3:17])[N:13]=2)[CH:3]=1)([CH3:31])([CH3:29])[CH3:30], predict the reactants needed to synthesize it. The reactants are: Cl[C:2]1[N:7]=[N:6][C:5]([C:8]([NH2:10])=[O:9])=[C:4]([NH:11][C:12]2[CH:16]=[CH:15][N:14]([CH3:17])[N:13]=2)[CH:3]=1.[NH2:18][C@@H:19]1[CH2:24][CH2:23][CH2:22][CH2:21][C@@H:20]1[NH:25][C:26](=[O:32])[O:27][C:28]([CH3:31])([CH3:30])[CH3:29]. (2) Given the product [CH3:13][C:4]1[CH:3]=[C:2]([N:14]2[CH2:19][CH2:18][NH:17][CH2:16][CH2:15]2)[N:6]([C:7]2[CH:12]=[CH:11][CH:10]=[CH:9][CH:8]=2)[N:5]=1, predict the reactants needed to synthesize it. The reactants are: Cl[C:2]1[N:6]([C:7]2[CH:12]=[CH:11][CH:10]=[CH:9][CH:8]=2)[N:5]=[C:4]([CH3:13])[CH:3]=1.[NH:14]1[CH2:19][CH2:18][NH:17][CH2:16][CH2:15]1.C([O-])([O-])=O.[K+].[K+].